Predict the product of the given reaction. From a dataset of Forward reaction prediction with 1.9M reactions from USPTO patents (1976-2016). (1) Given the reactants [CH3:1][C:2]1[NH:3][C:4]2[C:9]([CH:10]=1)=[CH:8][C:7]([NH2:11])=[CH:6][CH:5]=2.[N:12]1([CH2:18][CH2:19][NH:20][C:21]([C:23]2[S:31][C:30]3[C:25](=[N:26][CH:27]=[CH:28][C:29]=3Cl)[CH:24]=2)=[O:22])[CH2:17][CH2:16][O:15][CH2:14][CH2:13]1, predict the reaction product. The product is: [N:12]1([CH2:18][CH2:19][NH:20][C:21]([C:23]2[S:31][C:30]3[C:25](=[N:26][CH:27]=[CH:28][C:29]=3[NH:11][C:7]3[CH:8]=[C:9]4[C:4](=[CH:5][CH:6]=3)[NH:3][C:2]([CH3:1])=[CH:10]4)[CH:24]=2)=[O:22])[CH2:17][CH2:16][O:15][CH2:14][CH2:13]1. (2) The product is: [CH2:13]1[C:22]2[C:21]3[C:20]([CH:19]=[CH:18][C:17]=2[CH:16]=[CH:15][CH2:14]1)=[N:11][C:1]1[C:2]=3[CH2:3][CH:4]=[C:5]2[CH:6]=[CH:7][CH:8]=[CH:9][C:10]2=1. Given the reactants [C:1]1([NH:11]N)[C:10]2[C:5](=[CH:6][CH:7]=[CH:8][CH:9]=2)[CH:4]=[CH:3][CH:2]=1.[CH2:13]1[C:22]2[C:17](=[CH:18][CH:19]=[CH:20][CH:21]=2)[CH2:16][CH2:15][C:14]1=O.Cl, predict the reaction product.